Dataset: Forward reaction prediction with 1.9M reactions from USPTO patents (1976-2016). Task: Predict the product of the given reaction. Given the reactants Br[C:2]1[CH:20]=[CH:19][C:5]([N:6]([C:13]2[CH:18]=[CH:17][CH:16]=[CH:15][CH:14]=2)[C:7]2[CH:12]=[CH:11][CH:10]=[CH:9][CH:8]=2)=[CH:4][CH:3]=1.[CH3:21][C:22]1([CH3:67])[C:26]([CH3:28])([CH3:27])[O:25][B:24]([C:29]2[CH:41]=[CH:40][C:39]3[C:38]4[C:33](=[CH:34][C:35](B5OC(C)(C)C(C)(C)O5)=[CH:36][CH:37]=4)[C:32]([CH2:59][CH2:60][CH2:61][CH2:62][CH2:63][CH2:64][CH2:65][CH3:66])([CH2:51][CH2:52][CH2:53][CH2:54][CH2:55][CH2:56][CH2:57][CH3:58])[C:31]=3[CH:30]=2)[O:23]1.C(=O)([O-])[O-].[Na+].[Na+].C1(C)C=CC=CC=1, predict the reaction product. The product is: [CH2:59]([C:32]1([CH2:51][CH2:52][CH2:53][CH2:54][CH2:55][CH2:56][CH2:57][CH3:58])[C:33]2[CH:34]=[C:35]([C:2]3[CH:20]=[CH:19][C:5]([N:6]([C:13]4[CH:18]=[CH:17][CH:16]=[CH:15][CH:14]=4)[C:7]4[CH:12]=[CH:11][CH:10]=[CH:9][CH:8]=4)=[CH:4][CH:3]=3)[CH:36]=[CH:37][C:38]=2[C:39]2[C:31]1=[CH:30][C:29]([B:24]1[O:23][C:22]([CH3:21])([CH3:67])[C:26]([CH3:27])([CH3:28])[O:25]1)=[CH:41][CH:40]=2)[CH2:60][CH2:61][CH2:62][CH2:63][CH2:64][CH2:65][CH3:66].